Predict the reactants needed to synthesize the given product. From a dataset of Full USPTO retrosynthesis dataset with 1.9M reactions from patents (1976-2016). (1) Given the product [Br:1][C:2]1[CH:7]=[CH:6][C:5]([S:8]([N:11]2[CH2:18][CH2:17][C:14]([CH2:15][NH:23][CH3:22])([OH:16])[CH2:13][CH2:12]2)(=[O:10])=[O:9])=[CH:4][CH:3]=1, predict the reactants needed to synthesize it. The reactants are: [Br:1][C:2]1[CH:7]=[CH:6][C:5]([S:8]([N:11]2[CH2:18][CH2:17][C:14]3([O:16][CH2:15]3)[CH2:13][CH2:12]2)(=[O:10])=[O:9])=[CH:4][CH:3]=1.CO.[Al].[CH3:22][NH2:23]. (2) Given the product [C:1]([N:4]1[C:11]2[CH:12]=[CH:13][CH:14]=[CH:15][C:10]=2[CH:9]=[CH:8][C:7]2[CH:16]=[N:17][C:18]([C:21]3[CH:26]=[CH:25][CH:24]=[CH:23][CH:22]=3)=[CH:19][C:6]=2[CH2:5]1)(=[O:3])[CH3:2], predict the reactants needed to synthesize it. The reactants are: [C:1]([N:4]1[C:11]2[CH:12]=[CH:13][CH:14]=[CH:15][C:10]=2[CH:9]=[CH:8][C:7]2[CH:16]=[N:17][C:18](Cl)=[CH:19][C:6]=2[CH2:5]1)(=[O:3])[CH3:2].[C:21]1(B(O)O)[CH:26]=[CH:25][CH:24]=[CH:23][CH:22]=1.C(N1C2C=CC=CC=2C=CC2N=C(C3C=NC(OC)=CC=3)C(F)=CC=2C1)(=O)C.